Task: Predict which catalyst facilitates the given reaction.. Dataset: Catalyst prediction with 721,799 reactions and 888 catalyst types from USPTO (1) Reactant: [CH2:1]([C:3]1[CH:4]=[C:5]([CH:7]=[C:8]([C:10]2[CH:11]=[N:12][CH:13]=[CH:14][CH:15]=2)[CH:9]=1)[NH2:6])[CH3:2].Cl[C:17]([O:19][C:20]1[CH:25]=[CH:24][CH:23]=[CH:22][CH:21]=1)=[O:18].C(N(CC)CC)C. Product: [CH2:1]([C:3]1[CH:4]=[C:5]([NH:6][C:17](=[O:18])[O:19][C:20]2[CH:25]=[CH:24][CH:23]=[CH:22][CH:21]=2)[CH:7]=[C:8]([C:10]2[CH:11]=[N:12][CH:13]=[CH:14][CH:15]=2)[CH:9]=1)[CH3:2]. The catalyst class is: 4. (2) Reactant: [CH:1]1([O:6][C:7]2[CH:14]=[CH:13][C:10](C=O)=[C:9]([B:15]3[O:19][C:18](C)(C)C(C)(C)[O:16]3)[CH:8]=2)[CH2:5][CH2:4][CH2:3][CH2:2]1.[BH4-].[Na+]. Product: [CH:1]1([O:6][C:7]2[CH:14]=[CH:13][C:10]3[CH2:18][O:19][B:15]([OH:16])[C:9]=3[CH:8]=2)[CH2:2][CH2:3][CH2:4][CH2:5]1. The catalyst class is: 5. (3) Reactant: [C:1]([O:5][C:6]([NH:8][C@@H:9]([CH2:14][C:15]1[CH:20]=[CH:19][CH:18]=[CH:17][CH:16]=1)[C@H:10]([OH:13])[CH2:11]Cl)=[O:7])([CH3:4])([CH3:3])[CH3:2].C(=O)([O-])[O-].[K+].[K+]. Product: [C:1]([O:5][C:6]([NH:8][C@@H:9]([CH2:14][C:15]1[CH:20]=[CH:19][CH:18]=[CH:17][CH:16]=1)[C@@H:10]1[O:13][CH2:11]1)=[O:7])([CH3:4])([CH3:3])[CH3:2]. The catalyst class is: 5. (4) Reactant: [Br:1][C:2]1[C:7]([NH:8][S:9]([C:12]2[CH:17]=[CH:16][C:15]([Cl:18])=[C:14]([C:19]([F:22])([F:21])[F:20])[CH:13]=2)(=[O:11])=[O:10])=[CH:6][C:5]([CH3:23])=[CH:4][N:3]=1.[CH3:24][O:25][CH2:26]Cl.C([O-])([O-])=O.[K+].[K+]. Product: [Br:1][C:2]1[C:7]([N:8]([CH2:24][O:25][CH3:26])[S:9]([C:12]2[CH:17]=[CH:16][C:15]([Cl:18])=[C:14]([C:19]([F:22])([F:21])[F:20])[CH:13]=2)(=[O:10])=[O:11])=[CH:6][C:5]([CH3:23])=[CH:4][N:3]=1. The catalyst class is: 1. (5) Reactant: [CH2:1]([O:4][C@H:5]1[CH2:9][CH2:8][N:7]([C:10]2[CH:15]=[CH:14][CH:13]=[C:12]([C:16]([F:19])([F:18])[F:17])[C:11]=2[CH2:20][N:21]2[CH2:26][CH2:25][N:24](C(OC(C)(C)C)=O)[CH2:23][CH2:22]2)[CH2:6]1)[C:2]#[CH:3].C(O)(C(F)(F)F)=O. Product: [CH2:1]([O:4][C@H:5]1[CH2:9][CH2:8][N:7]([C:10]2[CH:15]=[CH:14][CH:13]=[C:12]([C:16]([F:19])([F:18])[F:17])[C:11]=2[CH2:20][N:21]2[CH2:22][CH2:23][NH:24][CH2:25][CH2:26]2)[CH2:6]1)[C:2]#[CH:3]. The catalyst class is: 2. (6) Reactant: Cl[C:2]([O:4][CH2:5][CH:6]1[C:18]2[CH:17]=[CH:16][CH:15]=[CH:14][C:13]=2[C:12]2[C:7]1=[CH:8][CH:9]=[CH:10][CH:11]=2)=[O:3].[CH:19]([NH:22][CH2:23][C:24]([CH3:37])([S:26][C:27]1[CH:36]=[CH:35][C:30]2[N:31]=[C:32]([NH2:34])[S:33][C:29]=2[CH:28]=1)[CH3:25])([CH3:21])[CH3:20].C(=O)([O-])[O-].[Na+].[Na+]. Product: [NH2:34][C:32]1[S:33][C:29]2[CH:28]=[C:27]([S:26][C:24]([CH3:25])([CH3:37])[CH2:23][N:22]([CH:19]([CH3:20])[CH3:21])[C:2](=[O:3])[O:4][CH2:5][CH:6]3[C:18]4[CH:17]=[CH:16][CH:15]=[CH:14][C:13]=4[C:12]4[C:7]3=[CH:8][CH:9]=[CH:10][CH:11]=4)[CH:36]=[CH:35][C:30]=2[N:31]=1. The catalyst class is: 249. (7) Reactant: Cl.[Cl:2][C:3]1[CH:4]=[C:5]([S:10][C:11]2[N:16]=[C:15]([C:17]#[N:18])[C:14]([N+:19]([O-])=O)=[CH:13][CH:12]=2)[CH:6]=[C:7]([Cl:9])[CH:8]=1.C(OCC)(=O)C.O. Product: [NH2:19][C:14]1[C:15]([C:17]#[N:18])=[N:16][C:11]([S:10][C:5]2[CH:4]=[C:3]([Cl:2])[CH:8]=[C:7]([Cl:9])[CH:6]=2)=[CH:12][CH:13]=1. The catalyst class is: 415. (8) Reactant: [CH:1]12[N:7]([C:8]3[N:13]=[CH:12][C:11]([NH:14][C:15]([C:17]4[C:26](=[O:27])[C:25]5[C:20](=[CH:21][CH:22]=[CH:23][C:24]=5[CH3:28])[NH:19][CH:18]=4)=[O:16])=[C:10]([CH3:29])[CH:9]=3)[CH:4]([CH2:5][CH2:6]1)[CH2:3][CH2:2]2.[ClH:30].CCOCC. Product: [ClH:30].[CH:4]12[N:7]([C:8]3[N:13]=[CH:12][C:11]([NH:14][C:15]([C:17]4[C:26](=[O:27])[C:25]5[C:20](=[CH:21][CH:22]=[CH:23][C:24]=5[CH3:28])[NH:19][CH:18]=4)=[O:16])=[C:10]([CH3:29])[CH:9]=3)[CH:1]([CH2:6][CH2:5]1)[CH2:2][CH2:3]2. The catalyst class is: 5.